Dataset: Catalyst prediction with 721,799 reactions and 888 catalyst types from USPTO. Task: Predict which catalyst facilitates the given reaction. (1) Reactant: [H-].[H-].[H-].[H-].[Li+].[Al+3].[NH2:7][C@@H:8]([CH:18]([CH3:20])[CH3:19])[C:9]([N:11]1[CH2:15][CH2:14][C:13]([F:17])([F:16])[CH2:12]1)=O.O.[OH-].[Na+]. Product: [F:17][C:13]1([F:16])[CH2:14][CH2:15][N:11]([CH2:9][C@@H:8]([NH2:7])[CH:18]([CH3:19])[CH3:20])[CH2:12]1. The catalyst class is: 1. (2) Reactant: [C:1]([Si:5]([C:40]1[CH:45]=[CH:44][CH:43]=[CH:42][CH:41]=1)([C:34]1[CH:39]=[CH:38][CH:37]=[CH:36][CH:35]=1)[O:6][CH2:7][CH2:8][C:9]1[C:17]2[C:16]([Cl:18])=[N:15][C:14]([NH:19]C(=O)C)=[N:13][C:12]=2[N:11]([CH2:23][C:24]2[C:29]([CH3:30])=[C:28]([O:31][CH3:32])[C:27]([CH3:33])=[CH:26][N:25]=2)[CH:10]=1)([CH3:4])([CH3:3])[CH3:2].[OH-].[Na+].CCOC(C)=O.CCCCCC. Product: [C:1]([Si:5]([C:40]1[CH:45]=[CH:44][CH:43]=[CH:42][CH:41]=1)([C:34]1[CH:39]=[CH:38][CH:37]=[CH:36][CH:35]=1)[O:6][CH2:7][CH2:8][C:9]1[C:17]2[C:16]([Cl:18])=[N:15][C:14]([NH2:19])=[N:13][C:12]=2[N:11]([CH2:23][C:24]2[C:29]([CH3:30])=[C:28]([O:31][CH3:32])[C:27]([CH3:33])=[CH:26][N:25]=2)[CH:10]=1)([CH3:4])([CH3:2])[CH3:3]. The catalyst class is: 36. (3) Product: [Cl:13][CH2:14][S:15]([NH:5][CH2:4][CH2:3][C:2]#[N:1])(=[O:17])=[O:16]. Reactant: [NH2:1][CH2:2][CH2:3][C:4]#[N:5].C(N(CC)CC)C.[Cl:13][CH2:14][S:15](Cl)(=[O:17])=[O:16].C(OCC)(=O)C. The catalyst class is: 7. (4) Product: [Cl:1][C:2]1[CH:6]=[C:5]([Cl:7])[N:4]([CH2:8][C:9]([N:31]2[CH2:32][CH2:33][CH:28]([C:25]3[S:26][CH:27]=[C:23]([C:21]([N:20]([CH3:19])[C@H:34]4[C:43]5[C:38](=[CH:39][CH:40]=[CH:41][CH:42]=5)[CH2:37][CH2:36][CH2:35]4)=[O:22])[N:24]=3)[CH2:29][CH2:30]2)=[O:11])[N:3]=1. The catalyst class is: 120. Reactant: [Cl:1][C:2]1[CH:6]=[C:5]([Cl:7])[N:4]([CH2:8][C:9]([OH:11])=O)[N:3]=1.C(Cl)(=O)C(Cl)=O.Cl.[CH3:19][N:20]([C@H:34]1[C:43]2[C:38](=[CH:39][CH:40]=[CH:41][CH:42]=2)[CH2:37][CH2:36][CH2:35]1)[C:21]([C:23]1[N:24]=[C:25]([CH:28]2[CH2:33][CH2:32][NH:31][CH2:30][CH2:29]2)[S:26][CH:27]=1)=[O:22].C(N(CC)CC)C.C(=O)([O-])[O-].[K+].[K+]. (5) Reactant: [CH3:1][O:2][C:3]1[CH:4]=[C:5]2[C:10](=[CH:11][C:12]=1[O:13][CH3:14])[C:9]([CH2:15][CH2:16][CH3:17])=[N:8][C:7]([OH:18])=[CH:6]2.O.C1(C)C=CC(S(O)(=O)=O)=CC=1.[I:31]N1C(=O)CCC1=O.C([O-])(O)=O.[Na+]. Product: [I:31][C:6]1[C:5]2[C:10](=[CH:11][C:12]([O:13][CH3:14])=[C:3]([O:2][CH3:1])[CH:4]=2)[C:9]([CH2:15][CH2:16][CH3:17])=[N:8][C:7]=1[OH:18]. The catalyst class is: 144. (6) Reactant: [Cl:1][C:2]1[N:7]=[C:6]([C:8](Cl)=[O:9])[CH:5]=[C:4]([Cl:11])[N:3]=1.[H-].[Na+].[CH2:14]([NH2:16])[CH3:15].C(O)(=O)C. Product: [Cl:1][C:2]1[N:7]=[C:6]([C:8]([NH:16][CH2:14][CH3:15])=[O:9])[CH:5]=[C:4]([Cl:11])[N:3]=1. The catalyst class is: 1. (7) Reactant: C[O:2][C:3](=[O:32])[CH2:4][N:5]1[C:13]2[C:8](=[CH:9][C:10]([F:14])=[CH:11][CH:12]=2)[C:7]([CH2:15][C:16]2[CH:21]=[CH:20][CH:19]=[CH:18][C:17]=2[S:22]([C:25]2[CH:30]=[CH:29][CH:28]=[CH:27][CH:26]=2)(=[O:24])=[O:23])=[C:6]1[CH3:31].O1CCCC1.[OH-].[Na+].Cl. Product: [C:25]1([S:22]([C:17]2[CH:18]=[CH:19][CH:20]=[CH:21][C:16]=2[CH2:15][C:7]2[C:8]3[C:13](=[CH:12][CH:11]=[C:10]([F:14])[CH:9]=3)[N:5]([CH2:4][C:3]([OH:32])=[O:2])[C:6]=2[CH3:31])(=[O:24])=[O:23])[CH:26]=[CH:27][CH:28]=[CH:29][CH:30]=1. The catalyst class is: 5.